Task: Predict the reactants needed to synthesize the given product.. Dataset: Full USPTO retrosynthesis dataset with 1.9M reactions from patents (1976-2016) (1) Given the product [CH3:1][C:2]1([CH3:33])[NH:7][C:6](=[O:8])[C:5]2[S:9][C:10]([N:12]3[C:17]4[CH:18]=[C:19]([NH:22][C:23]5[CH:28]=[CH:27][CH:26]=[C:25]([CH2:29][CH2:30][O:31][CH3:32])[N:24]=5)[CH:20]=[CH:21][C:16]=4[O:15][CH2:14][CH2:13]3)=[N:11][C:4]=2[CH2:3]1, predict the reactants needed to synthesize it. The reactants are: [CH3:1][C:2]1([CH3:33])[NH:7][C:6](=[O:8])[C:5]2[S:9][C:10]([N:12]3[C:17]4[CH:18]=[C:19]([NH:22][C:23]5[CH:28]=[CH:27][CH:26]=[C:25](/[CH:29]=[CH:30]/[O:31][CH3:32])[N:24]=5)[CH:20]=[CH:21][C:16]=4[O:15][CH2:14][CH2:13]3)=[N:11][C:4]=2[CH2:3]1.C1CCCCC=1. (2) Given the product [CH3:1][O:2][C:3]1[CH:4]=[C:5]([C:9]2[C:14]3[CH:15]=[C:16]([C:18]([O:20][CH3:21])=[O:19])[N:17]([CH2:35][CH2:36][CH2:37][C:38]4[CH:43]=[CH:42][CH:41]=[CH:40][CH:39]=4)[C:13]=3[CH:12]=[CH:11][N:10]=2)[CH:6]=[CH:7][CH:8]=1, predict the reactants needed to synthesize it. The reactants are: [CH3:1][O:2][C:3]1[CH:4]=[C:5]([C:9]2[C:14]3[CH:15]=[C:16]([C:18]([O:20][CH3:21])=[O:19])[NH:17][C:13]=3[CH:12]=[CH:11][N:10]=2)[CH:6]=[CH:7][CH:8]=1.C([O-])([O-])=O.[K+].[K+].O1CCOCC1.Br[CH2:35][CH2:36][CH2:37][C:38]1[CH:43]=[CH:42][CH:41]=[CH:40][CH:39]=1. (3) Given the product [N:14]1[N:15]2[C:19]([CH2:18][S:17][CH2:16]2)=[CH:20][C:13]=1[CH2:11][OH:10], predict the reactants needed to synthesize it. The reactants are: [Li+].[BH4-].CCOCC.C([O:10][C:11]([C:13]1[CH:20]=[C:19]2[N:15]([CH2:16][S:17][CH2:18]2)[N:14]=1)=O)C.